Task: Predict the reaction yield, written as a fraction of the theoretical maximum amount of product (1.0 means a 100% yield; for example, 0.34 means a 34% yield).. Dataset: Reaction yield outcomes from USPTO patents with 853,638 reactions (1) The reactants are [CH:1]([NH2:4])([CH3:3])[CH3:2].[I:5][C:6]1[CH:16]=[CH:15][CH:14]=[C:8]2[C:9]([O:11][C:12](=[O:13])[C:7]=12)=[O:10]. The yield is 0.870. The catalyst is C(#N)C. The product is [I:5][C:6]1[CH:16]=[CH:15][CH:14]=[C:8]([C:9]([OH:11])=[O:10])[C:7]=1[C:12]([NH:4][CH:1]([CH3:3])[CH3:2])=[O:13]. (2) The reactants are CN(C=O)C.[Br:6][C:7]1[C:12]([N:13]([CH2:17][CH2:18]Br)[CH2:14][CH2:15]Br)=[CH:11][CH:10]=[C:9]([O:20][CH3:21])[N:8]=1.[CH3:22][O:23][C:24]1[CH:30]=[CH:29][C:27]([NH2:28])=[CH:26][CH:25]=1.C(=O)(O)[O-].[Na+]. The catalyst is O. The product is [Br:6][C:7]1[C:12]([N:13]2[CH2:17][CH2:18][N:28]([C:27]3[CH:29]=[CH:30][C:24]([O:23][CH3:22])=[CH:25][CH:26]=3)[CH2:15][CH2:14]2)=[CH:11][CH:10]=[C:9]([O:20][CH3:21])[N:8]=1. The yield is 0.540. (3) The reactants are [OH:1][C:2]([C:4]([F:7])([F:6])[F:5])=[O:3].[CH3:8][N:9]([CH3:36])[CH2:10][CH2:11][N:12]([CH3:35])[C:13](=[O:34])[C:14]1[CH:19]=[CH:18][C:17]([NH:20][C:21]([NH:23][C:24]2[CH:25]=[CH:26][C:27]3[O:31][CH2:30][C:29](=[O:32])[C:28]=3[CH:33]=2)=[O:22])=[CH:16][CH:15]=1.[F:37][C:38]1[CH:39]=[C:40]([O:57][CH3:58])[CH:41]=[C:42]2[C:46]=1[NH:45][C:44]([C:47]1[C:48]([CH3:54])=[N:49][N:50]([CH3:53])[C:51]=1[CH3:52])=[C:43]2[CH:55]=O. The product is [OH:3][C:2]([C:4]([F:7])([F:6])[F:5])=[O:1].[CH3:8][N:9]([CH3:36])[CH2:10][CH2:11][N:12]([CH3:35])[C:13](=[O:34])[C:14]1[CH:15]=[CH:16][C:17]([NH:20][C:21](=[O:22])[NH:23][C:24]2[CH:25]=[CH:26][C:27]3[O:31]/[C:30](=[CH:55]\[C:43]4[C:42]5[C:46](=[C:38]([F:37])[CH:39]=[C:40]([O:57][CH3:58])[CH:41]=5)[NH:45][C:44]=4[C:47]4[C:48]([CH3:54])=[N:49][N:50]([CH3:53])[C:51]=4[CH3:52])/[C:29](=[O:32])[C:28]=3[CH:33]=2)=[CH:18][CH:19]=1. The yield is 0.411. The catalyst is Cl.C(O)C. (4) The reactants are [O:1]1[CH:5]=[CH:4][N:3]=[CH:2]1.[Li]CCCC.I[C:12]1[C:20]2[C:15](=[CH:16][CH:17]=[C:18]([N+:21]([O-:23])=[O:22])[CH:19]=2)[NH:14][N:13]=1. The catalyst is C1COCC1.C(OCC)(=O)C.[Cl-].[Cl-].[Zn+2].C1C=CC([P]([Pd]([P](C2C=CC=CC=2)(C2C=CC=CC=2)C2C=CC=CC=2)([P](C2C=CC=CC=2)(C2C=CC=CC=2)C2C=CC=CC=2)[P](C2C=CC=CC=2)(C2C=CC=CC=2)C2C=CC=CC=2)(C2C=CC=CC=2)C2C=CC=CC=2)=CC=1. The product is [N+:21]([C:18]1[CH:19]=[C:20]2[C:15](=[CH:16][CH:17]=1)[NH:14][N:13]=[C:12]2[C:2]1[O:1][CH:5]=[CH:4][N:3]=1)([O-:23])=[O:22]. The yield is 0.500. (5) The reactants are [F:1][C:2]1[CH:20]=[CH:19][C:5]([CH2:6][NH:7][C@H:8]2[C@@H:13]3[CH2:14][C@@H:10]([CH2:11][CH2:12]3)[C@H:9]2[C:15](OC)=[O:16])=[CH:4][CH:3]=1.[CH3:21][S:22]([NH:25][C:26]1[CH:41]=[CH:40][C:29]2[NH:30][C:31]([CH2:36][C:37](O)=[O:38])=[N:32][S:33](=[O:35])(=[O:34])[C:28]=2[CH:27]=1)(=[O:24])=[O:23].CN1CCOCC1.Cl.CN(C)CCCN=C=NCC.C(N(CC)CC)C. The catalyst is CN(C)C=O.C(OCC)(=O)C.CO. The product is [F:1][C:2]1[CH:3]=[CH:4][C:5]([CH2:6][N:7]2[C:37](=[O:38])[C:36]([C:31]3[NH:30][C:29]4[CH:40]=[CH:41][C:26]([NH:25][S:22]([CH3:21])(=[O:24])=[O:23])=[CH:27][C:28]=4[S:33](=[O:35])(=[O:34])[N:32]=3)=[C:15]([OH:16])[C@H:9]3[C@@H:8]2[C@@H:13]2[CH2:14][C@H:10]3[CH2:11][CH2:12]2)=[CH:19][CH:20]=1. The yield is 0.480. (6) The reactants are [OH:1][C:2]1[C:3](=[O:16])[CH:4]=[C:5]([CH2:8][O:9][CH:10]2[CH2:15][CH2:14][CH2:13][CH2:12][O:11]2)[O:6][CH:7]=1.[C:17]([O-])([O-])=O.[Cs+].[Cs+].BrC[CH2:25][CH2:26][CH2:27][CH2:28][CH2:29][Br:30]. The catalyst is CN(C=O)C. The product is [Br:30][CH:29]([CH3:17])[CH2:28][CH2:27][CH2:26][CH2:25][O:1][C:2]1[C:3](=[O:16])[CH:4]=[C:5]([CH2:8][O:9][CH:10]2[CH2:15][CH2:14][CH2:13][CH2:12][O:11]2)[O:6][CH:7]=1. The yield is 0.520.